From a dataset of Forward reaction prediction with 1.9M reactions from USPTO patents (1976-2016). Predict the product of the given reaction. Given the reactants [F:1][C:2]1([F:13])[CH2:7][CH2:6][CH:5]([C:8]([O:10][CH2:11][CH3:12])=[O:9])[CH2:4][CH2:3]1.C([N-]C(C)C)(C)C.[Li+].C1C=CC(S(N(S(C2C=CC=CC=2)(=O)=O)[F:32])(=O)=O)=CC=1, predict the reaction product. The product is: [F:32][C:5]1([C:8]([O:10][CH2:11][CH3:12])=[O:9])[CH2:4][CH2:3][C:2]([F:13])([F:1])[CH2:7][CH2:6]1.